This data is from Forward reaction prediction with 1.9M reactions from USPTO patents (1976-2016). The task is: Predict the product of the given reaction. (1) Given the reactants [F:1][C:2]1[CH:3]=[C:4]([C:8]2[N:13]=[CH:12][C:11]([C:14]([NH:16][C@H:17]3[CH2:21][CH2:20][C@@H:19]([C:22]([OH:24])=O)[CH2:18]3)=[O:15])=[CH:10][CH:9]=2)[CH:5]=[CH:6][CH:7]=1.[CH3:25][N:26]1[CH2:31][CH2:30][NH:29][CH2:28][C:27]1=[O:32], predict the reaction product. The product is: [F:1][C:2]1[CH:3]=[C:4]([C:8]2[CH:9]=[CH:10][C:11]([C:14]([NH:16][C@H:17]3[CH2:21][CH2:20][C@@H:19]([C:22]([N:29]4[CH2:30][CH2:31][N:26]([CH3:25])[C:27](=[O:32])[CH2:28]4)=[O:24])[CH2:18]3)=[O:15])=[CH:12][N:13]=2)[CH:5]=[CH:6][CH:7]=1. (2) Given the reactants [CH2:1]([O:3][CH2:4][CH2:5][CH2:6][C@@H:7]1[CH2:16][CH2:15][C:14]2[CH:13]=[C:12]([C@H:17]3[CH2:26][CH2:25][C@@:19]4([NH:23]C(=O)[O:21][CH2:20]4)[CH2:18]3)[CH:11]=[CH:10][C:9]=2[CH2:8]1)[CH3:2].[OH-].[Na+], predict the reaction product. The product is: [NH2:23][C@:19]1([CH2:20][OH:21])[CH2:25][CH2:26][C@H:17]([C:12]2[CH:11]=[CH:10][C:9]3[CH2:8][C@H:7]([CH2:6][CH2:5][CH2:4][O:3][CH2:1][CH3:2])[CH2:16][CH2:15][C:14]=3[CH:13]=2)[CH2:18]1. (3) Given the reactants [CH3:1][O:2][C:3]1[CH:4]=[C:5]2[CH2:14][CH:13]([CH2:15][CH:16]3[CH2:21][CH2:20][N:19](CC4C=CC=CC=4)[CH2:18][CH2:17]3)[C:11](=[O:12])[C:6]2=[CH:7][C:8]=1[O:9][CH3:10].COC1C=C2C(=CC=1OC)C(=O)CC2.N1C=CC(C=O)=CC=1, predict the reaction product. The product is: [CH3:1][O:2][C:3]1[CH:4]=[C:5]2[C:6](=[CH:7][C:8]=1[O:9][CH3:10])[C:11](=[O:12])[C:13](=[CH:15][C:16]1[CH:21]=[CH:20][N:19]=[CH:18][CH:17]=1)[CH2:14]2. (4) Given the reactants [CH:1]1([CH2:4][OH:5])[CH2:3][CH2:2]1.[Br:6][C:7]1[CH:8]=[C:9](O)[C:10]([CH3:13])=[N:11][CH:12]=1.C1(P(C2C=CC=CC=2)C2C=CC=CC=2)C=CC=CC=1.N(C(OCC)=O)=NC(OCC)=O, predict the reaction product. The product is: [Br:6][C:7]1[CH:8]=[C:9]([O:5][CH2:4][CH:1]2[CH2:3][CH2:2]2)[C:10]([CH3:13])=[N:11][CH:12]=1. (5) Given the reactants [NH2:1][C:2]1[CH:10]=[CH:9][C:5]([C:6]([OH:8])=[O:7])=[CH:4][CH:3]=1.[CH3:11][S:12](=[S:21])([O:14][CH2:15][CH2:16][O:17][CH2:18][CH2:19]Br)=[O:13].[Cl-].[Cs+], predict the reaction product. The product is: [CH3:11][S:12](=[S:21])([O:14][CH2:15][CH2:16][O:17][CH2:18][CH2:19][O:7][C:6]([C:5]1[CH:9]=[CH:10][C:2]([NH2:1])=[CH:3][CH:4]=1)=[O:8])=[O:13]. (6) Given the reactants [CH3:1][N:2]([CH2:20][CH2:21][CH2:22][NH:23][CH3:24])[CH2:3][C:4]([NH:6][C:7]1[CH:12]=[CH:11][C:10]([O:13][C:14]2[CH:19]=[CH:18][CH:17]=[CH:16][CH:15]=2)=[CH:9][CH:8]=1)=[O:5].[N:25]([C:28]1[CH:37]=[CH:36][C:31]([C:32]([O:34][CH3:35])=[O:33])=[CH:30][CH:29]=1)=[C:26]=[O:27].CO, predict the reaction product. The product is: [CH3:24][N:23]([CH2:22][CH2:21][CH2:20][N:2]([CH3:1])[CH2:3][C:4](=[O:5])[NH:6][C:7]1[CH:12]=[CH:11][C:10]([O:13][C:14]2[CH:19]=[CH:18][CH:17]=[CH:16][CH:15]=2)=[CH:9][CH:8]=1)[C:26]([NH:25][C:28]1[CH:37]=[CH:36][C:31]([C:32]([O:34][CH3:35])=[O:33])=[CH:30][CH:29]=1)=[O:27].